Dataset: Full USPTO retrosynthesis dataset with 1.9M reactions from patents (1976-2016). Task: Predict the reactants needed to synthesize the given product. (1) Given the product [C:15]([O:19][C:20]([N:22]1[CH2:27][CH2:26][CH:25]([O:8][C:3]2[CH:4]=[CH:5][CH:6]=[CH:7][C:2]=2[Cl:1])[CH2:24][CH2:23]1)=[O:21])([CH3:18])([CH3:16])[CH3:17], predict the reactants needed to synthesize it. The reactants are: [Cl:1][C:2]1[CH:7]=[CH:6][CH:5]=[CH:4][C:3]=1[OH:8].C(=O)([O-])[O-].[Cs+].[Cs+].[C:15]([O:19][C:20]([N:22]1[CH2:27][CH2:26][CH:25](OS(C)(=O)=O)[CH2:24][CH2:23]1)=[O:21])([CH3:18])([CH3:17])[CH3:16]. (2) Given the product [CH3:1][S:2][C:6]1[CH:14]=[C:13]([C:15]([F:18])([F:17])[F:16])[CH:12]=[CH:11][C:7]=1[C:8]([OH:10])=[O:9], predict the reactants needed to synthesize it. The reactants are: [CH3:1][S-:2].[Na+].[Na+].Cl[C:6]1[CH:14]=[C:13]([C:15]([F:18])([F:17])[F:16])[CH:12]=[CH:11][C:7]=1[C:8]([O-:10])=[O:9]. (3) The reactants are: Br[C:2]1[CH:7]=[CH:6][N:5]=[C:4]([CH:8]2[CH2:10][CH2:9]2)[N:3]=1.[BH:11]([OH:13])[OH:12].O1BOBOB1. Given the product [CH:8]1([C:4]2[N:3]=[C:2]([B:11]([OH:13])[OH:12])[CH:7]=[CH:6][N:5]=2)[CH2:10][CH2:9]1, predict the reactants needed to synthesize it. (4) Given the product [Cl:1][C:2]1[C:7]([C:8]2[CH:13]=[CH:12][CH:11]=[C:10]([CH2:14][CH3:15])[CH:9]=2)=[C:6]([N:16]([CH2:17][CH2:18][CH2:19][CH2:20][O:21][CH3:22])[CH2:33][CH2:32][N:24]([CH3:23])[C:25](=[O:31])[O:26][C:27]([CH3:29])([CH3:28])[CH3:30])[CH:5]=[CH:4][CH:3]=1, predict the reactants needed to synthesize it. The reactants are: [Cl:1][C:2]1[C:7]([C:8]2[CH:13]=[CH:12][CH:11]=[C:10]([CH2:14][CH3:15])[CH:9]=2)=[C:6]([NH:16][CH2:17][CH2:18][CH2:19][CH2:20][O:21][CH3:22])[CH:5]=[CH:4][CH:3]=1.[CH3:23][N:24]([CH2:32][CH:33]=O)[C:25](=[O:31])[O:26][C:27]([CH3:30])([CH3:29])[CH3:28].C(O)(=O)C.C(O[BH-](OC(=O)C)OC(=O)C)(=O)C.[Na+].